From a dataset of Experimentally validated miRNA-target interactions with 360,000+ pairs, plus equal number of negative samples. Binary Classification. Given a miRNA mature sequence and a target amino acid sequence, predict their likelihood of interaction. (1) The miRNA is mmu-miR-6940-3p with sequence UUACCUUCCGUGCUUGCCCGCAG. The protein sequence of the target gene is MVAMAAGPSGCLVPAFGLRLLLATVLQAVSAFGAEFSSEACRELGFSSNLLCSSCDLLGQFNLLQLDPDCRGCCQEEAQFETKKLYAGAILEVCGUKLGRFPQVQAFVRSDKPKLFRGLQIKYVRGSDPVLKLLDDNGNIAEELSILKWNTDSVEEFLSEKLERI. Result: 0 (no interaction). (2) The miRNA is hsa-miR-4793-3p with sequence UCUGCACUGUGAGUUGGCUGGCU. The protein sequence of the target gene is MRRSKADVERYVASVLGLTPSPRQKSMKGFYFAKLYYEAKEYDLAKKYICTYINVQERDPKAHRFLGLLYELEENTEKAVECYRRSVELNPTQKDLVLKIAELLCKNDVTDGRAKYWVERAAKLFPGSPAIYKLKEQLLDCEGEDGWNKLFDLIQSELYVRPDDVHVNIRLVELYRSTKRLKDAVAHCHEAERNIALRSSLEWNSCVVQTLKEYLESLQCLESDKSDWQATNTDLLLAYANLMLLTLSTRDVQENRELLESFDSALQSAKSSLGGNDELSATFLEMKGHFYMYAGSLLLK.... Result: 0 (no interaction). (3) The miRNA is mmu-miR-7001-3p with sequence CGCUCACACUCCCUCUGCAG. The protein sequence of the target gene is MAVFRSGLLVLTTPLATLAARLPPILTSASRLVNHTLYVHLQPGMNLGGPAQPQASPVQATFEVLDFITHLYTGADLHRHLDVRILLTNIQTKSTFLPVLSSVQNLAHPPEVVLTDFQTLDGSQYNPVKQQLERYATSCYSCSPQLASVLLYPDYGTGELPLEPPNALLPSTIRPASPVARSPRQPVRGYHRGAVGGTFDRLHNAHKVLLSVACVLAQEQLVVGVADKDLLKSKLLPELLQPYAERVEHLTEFLVDIKPSLTFELVPLLDPYGPAGSDPTLEFLVVSEETYRGGMAVNRF.... Result: 0 (no interaction).